From a dataset of Forward reaction prediction with 1.9M reactions from USPTO patents (1976-2016). Predict the product of the given reaction. (1) Given the reactants C(OC([NH:8][C@@:9]([CH3:26])([C:17]([NH:19][CH2:20][C:21]([O:23][CH2:24][CH3:25])=[O:22])=[O:18])[CH2:10][C:11]1[CH:16]=[CH:15][CH:14]=[CH:13][CH:12]=1)=O)(C)(C)C, predict the reaction product. The product is: [CH3:26][C@:9]([C:17]([NH:19][CH2:20][C:21]([O:23][CH2:24][CH3:25])=[O:22])=[O:18])([CH2:10][C:11]1[CH:16]=[CH:15][CH:14]=[CH:13][CH:12]=1)[NH2:8]. (2) Given the reactants [CH3:1][O:2][C:3]1[CH:8]=[CH:7][C:6]([N:9]2[C:13]3[C:14](=O)[NH:15][CH2:16][CH2:17][C:12]=3[C:11]([S:19]([CH3:22])(=[O:21])=[O:20])=[N:10]2)=[CH:5][CH:4]=1.[C:23]([O-:26])([O-])=O.[K+].[K+].N1[C:42]2[C:33](=[CH:34][CH:35]=[C:36]3[C:41]=2[N:40]=[CH:39][CH:38]=[CH:37]3)[CH:32]=[CH:31]C=1.[CH3:43][CH2:44]OC(C)=O.CS(C)=[O:51], predict the reaction product. The product is: [CH3:1][O:2][C:3]1[CH:4]=[CH:5][C:6]([N:9]2[C:13]3[C:23](=[O:26])[N:15]([C:14]4[CH:31]=[CH:32][C:33]([C:42]5([CH2:41][N:40]6[CH2:39][CH2:38][CH2:37][C:36]6=[O:51])[CH2:44][CH2:43]5)=[CH:34][CH:35]=4)[CH2:16][CH2:17][C:12]=3[C:11]([S:19]([CH3:22])(=[O:20])=[O:21])=[N:10]2)=[CH:7][CH:8]=1. (3) Given the reactants C(O[C@@H]1O[C@H](COC(=O)C)[C@@H](OC(=O)C)[C@H](OC(=O)C)[C@H]1[NH:24][C:25]([O:27][CH2:28][C:29]([Cl:32])([Cl:31])[Cl:30])=[O:26])(=O)C.C1(C)C(S)=CC=CC=1.B(F)(F)F.CCOCC.C(O[C@H:54]1[C@@H:67]([O:68][C:69](=[O:71])[CH3:70])[C@H:66]([O:72][C:73](=[O:75])[CH3:74])[C@@H:65]([CH2:76][O:77][C:78](=[O:80])[CH3:79])[O:64][C@@H:55]1[S:56][C:57]1[CH:62]=[CH:61][C:60]([CH3:63])=[CH:59][CH:58]=1)(=O)C, predict the reaction product. The product is: [C:69]([O:68][C@H:67]1[C@H:66]([O:72][C:73](=[O:75])[CH3:74])[C@@H:65]([CH2:76][O:77][C:78](=[O:80])[CH3:79])[O:64][C@@H:55]([S:56][C:57]2[CH:62]=[CH:61][C:60]([CH3:63])=[CH:59][CH:58]=2)[C@@H:54]1[NH:24][C:25]([O:27][CH2:28][C:29]([Cl:32])([Cl:31])[Cl:30])=[O:26])(=[O:71])[CH3:70]. (4) Given the reactants [N:1]1([CH2:6][CH2:7][N:8]2[C:16]3[C:11](=[CH:12][C:13]([NH2:17])=[CH:14][CH:15]=3)[CH:10]=[N:9]2)[CH2:5][CH2:4][CH2:3][CH2:2]1.[CH2:18]([O:25][C:26]1[CH:31]=[CH:30][C:29]([CH2:32][C:33](O)=[O:34])=[CH:28][CH:27]=1)[C:19]1[CH:24]=[CH:23][CH:22]=[CH:21][CH:20]=1.Cl.C(N=C=NC(C)(C)CC)C.ON1C2C=CC=CC=2N=N1.CN1CCOCC1, predict the reaction product. The product is: [CH2:18]([O:25][C:26]1[CH:27]=[CH:28][C:29]([CH2:32][C:33]([NH:17][C:13]2[CH:12]=[C:11]3[C:16](=[CH:15][CH:14]=2)[N:8]([CH2:7][CH2:6][N:1]2[CH2:5][CH2:4][CH2:3][CH2:2]2)[N:9]=[CH:10]3)=[O:34])=[CH:30][CH:31]=1)[C:19]1[CH:20]=[CH:21][CH:22]=[CH:23][CH:24]=1. (5) Given the reactants [Cl:1][C:2]1[CH:3]=[C:4]2[C:9](=[CH:10][CH:11]=1)[C@@:8]1([CH2:17][O:16][C:15]3[CH:18]=[CH:19][C:20]([C:22]([O:24]C(C)(C)C)=[O:23])=[CH:21][C:14]=3[N:13]([CH2:29][C@@H:30]3[CH2:33][CH2:32][C@H:31]3[C@H:34]([OH:40])/[CH:35]=[CH:36]/[CH2:37][CH2:38][CH3:39])[CH2:12]1)[CH2:7][CH2:6][CH2:5]2.O[Li].O.O1CCOCC1.CO.Cl, predict the reaction product. The product is: [Cl:1][C:2]1[CH:3]=[C:4]2[C:9](=[CH:10][CH:11]=1)[C@@:8]1([CH2:17][O:16][C:15]3[CH:18]=[CH:19][C:20]([C:22]([OH:24])=[O:23])=[CH:21][C:14]=3[N:13]([CH2:29][C@@H:30]3[CH2:33][CH2:32][C@H:31]3[C@@H:34]([OH:40])/[CH:35]=[CH:36]/[CH2:37][CH2:38][CH3:39])[CH2:12]1)[CH2:7][CH2:6][CH2:5]2. (6) Given the reactants [Li+].[OH-].[C:3]([O:7][C:8]([N:10]1[CH2:14][C@@H:13]([F:15])[CH2:12][C@@H:11]1[C:16]([NH:18][CH2:19][C:20]1[CH:25]=[C:24]([C:26]2[CH:27]=[N:28][C:29]([C:32]([F:35])([F:34])[F:33])=[CH:30][CH:31]=2)[N:23]=[CH:22][C:21]=1[C:36]([O:38]C)=[O:37])=[O:17])=[O:9])([CH3:6])([CH3:5])[CH3:4].Cl, predict the reaction product. The product is: [C:3]([O:7][C:8]([N:10]1[CH2:14][C@@H:13]([F:15])[CH2:12][C@@H:11]1[C:16]([NH:18][CH2:19][C:20]1[CH:25]=[C:24]([C:26]2[CH:27]=[N:28][C:29]([C:32]([F:33])([F:34])[F:35])=[CH:30][CH:31]=2)[N:23]=[CH:22][C:21]=1[C:36]([OH:38])=[O:37])=[O:17])=[O:9])([CH3:6])([CH3:4])[CH3:5]. (7) Given the reactants C[O:2][C:3]1[CH:20]=[CH:19][C:6]2[N:7]=[C:8]([C:10]3[CH:15]=[CH:14][CH:13]=[C:12]([O:16]C)[C:11]=3[Br:18])[S:9][C:5]=2[CH:4]=1.B(Br)(Br)Br, predict the reaction product. The product is: [OH:2][C:3]1[CH:20]=[CH:19][C:6]2[N:7]=[C:8]([C:10]3[CH:15]=[CH:14][CH:13]=[C:12]([OH:16])[C:11]=3[Br:18])[S:9][C:5]=2[CH:4]=1. (8) Given the reactants [CH:1]1([CH2:6][CH:7]([C:22]2[NH:30][C:25]3=[N:26][CH:27]=[CH:28][CH:29]=[C:24]3[CH:23]=2)[C:8]2[CH:13]=[CH:12][C:11]([S:14]([CH2:17][CH2:18][O:19]CC)(=[O:16])=[O:15])=[CH:10][CH:9]=2)[CH2:5][CH2:4][CH2:3][CH2:2]1.B(Br)(Br)Br, predict the reaction product. The product is: [CH:1]1([CH2:6][CH:7]([C:8]2[CH:9]=[CH:10][C:11]([S:14]([CH2:17][CH2:18][OH:19])(=[O:16])=[O:15])=[CH:12][CH:13]=2)[C:22]2[NH:30][C:25]3=[N:26][CH:27]=[CH:28][CH:29]=[C:24]3[CH:23]=2)[CH2:5][CH2:4][CH2:3][CH2:2]1. (9) Given the reactants [Mg].Br[C:3]1[C:4]2[CH:11]=[CH:10][CH:9]=[CH:8][C:5]=2[S:6][CH:7]=1.[F:12][C:13]([F:30])([F:29])[CH:14]1[CH2:16][N:15]1[S:17]([C:20]1[C:25]([CH3:26])=[CH:24][C:23]([CH3:27])=[CH:22][C:21]=1[CH3:28])(=[O:19])=[O:18], predict the reaction product. The product is: [S:6]1[CH:7]=[C:3]([CH2:16][CH:14]([NH:15][S:17]([C:20]2[C:25]([CH3:26])=[CH:24][C:23]([CH3:27])=[CH:22][C:21]=2[CH3:28])(=[O:19])=[O:18])[C:13]([F:29])([F:12])[F:30])[C:4]2[CH:11]=[CH:10][CH:9]=[CH:8][C:5]1=2. (10) Given the reactants [C:1]1([C:7]2[O:11][N:10]=[CH:9][C:8]=2[C:12]([OH:14])=O)[CH:6]=[CH:5][CH:4]=[CH:3][CH:2]=1.Cl.C(N=C=NCCCN(C)C)C.C(N(CC)CC)C.Cl.[CH3:35][N:36]([CH3:50])[C:37]([C:39]1([C:44]2[CH:49]=[CH:48][CH:47]=[CH:46][CH:45]=2)[CH2:43][CH2:42][NH:41][CH2:40]1)=[O:38], predict the reaction product. The product is: [CH3:35][N:36]([CH3:50])[C:37]([C:39]1([C:44]2[CH:49]=[CH:48][CH:47]=[CH:46][CH:45]=2)[CH2:43][CH2:42][N:41]([C:12]([C:8]2[CH:9]=[N:10][O:11][C:7]=2[C:1]2[CH:2]=[CH:3][CH:4]=[CH:5][CH:6]=2)=[O:14])[CH2:40]1)=[O:38].